From a dataset of Experimentally validated miRNA-target interactions with 360,000+ pairs, plus equal number of negative samples. Binary Classification. Given a miRNA mature sequence and a target amino acid sequence, predict their likelihood of interaction. (1) The miRNA is hsa-miR-4645-5p with sequence ACCAGGCAAGAAAUAUUGU. The protein sequence of the target gene is MAAAVLGQLGALWIHNLRSRGKLALGVLPQSYIHTSASLDISRKWEKKNKIVYPPQLPGEPRRPAEIYHCRRQIKYSKDKMWYLAKLIRGMSIDQALAQLEFNDKKGAKIIKEVLLEAQDMAVRDHNVEFRSNLYIAESTSGRGQCLKRIRYHGRGRFGIMEKVYCHYFVKLVEGPPPPPEPPKTAVAHAKEYIQQLRSRTIVHTL. Result: 0 (no interaction). (2) The miRNA is hsa-miR-615-3p with sequence UCCGAGCCUGGGUCUCCCUCUU. The protein sequence of the target gene is METAEKECGALGGLFQAIVNDMKSSYPIWEDFNSKATKLHSQLRTTVLAAVAFLDAFQKVADMATNTRGATRDIGSALTRMCMRHRSIETKLRQFTNALLESLINPLQERIEDWKKAANQLDKDHAKEYKRARHEIKKKSSDTLKLQKKARKELLGKGDLQPQLDSALQDVNDMYLLLEETEKQAVRRALIEERGRFCTFITFLQPVVNGELTMLGEITHLQGIIDDLVVLTAEPHKLPPASEQVIKDLKGSDYSWSYQTPPSSPSSSSSRKSSMCSAPSSSSSAKGGGAPWPGGAQTYS.... Result: 1 (interaction).